From a dataset of Forward reaction prediction with 1.9M reactions from USPTO patents (1976-2016). Predict the product of the given reaction. (1) The product is: [CH:12]1([CH2:15][CH:16]([C:19]2[CH:20]=[N:21][C:22]([C:25]([F:28])([F:26])[F:27])=[CH:23][CH:24]=2)[CH2:17][NH:18][C:5](=[O:7])[C:4]2[CH:8]=[CH:9][CH:10]=[CH:11][C:3]=2[O:2][CH3:1])[CH2:14][CH2:13]1. Given the reactants [CH3:1][O:2][C:3]1[CH:11]=[CH:10][CH:9]=[CH:8][C:4]=1[C:5]([OH:7])=O.[CH:12]1([CH2:15][CH:16]([C:19]2[CH:20]=[N:21][C:22]([C:25]([F:28])([F:27])[F:26])=[CH:23][CH:24]=2)[CH2:17][NH2:18])[CH2:14][CH2:13]1, predict the reaction product. (2) Given the reactants [NH2:1][C:2]1[CH:7]=[CH:6][C:5]([N:8]2[C:14](=[O:15])[CH2:13][C:12](=[O:16])[NH:11][C:10]3[C:17]4[C:22]([CH:23]=[CH:24][C:9]2=3)=[CH:21][CH:20]=[CH:19][CH:18]=4)=[CH:4][CH:3]=1.[Br:25][C:26]1[CH:34]=[CH:33][CH:32]=[CH:31][C:27]=1[C:28](Cl)=[O:29].C(NCC1C=CC(N2C(=O)CC(=O)NC3C4C(C=CC2=3)=CC=CC=4)=CC=1)(=O)C1C=CC=CC=1, predict the reaction product. The product is: [Br:25][C:26]1[CH:34]=[CH:33][CH:32]=[CH:31][C:27]=1[C:28]([NH:1][C:2]1[CH:7]=[CH:6][C:5]([N:8]2[C:14](=[O:15])[CH2:13][C:12](=[O:16])[NH:11][C:10]3[C:17]4[C:22]([CH:23]=[CH:24][C:9]2=3)=[CH:21][CH:20]=[CH:19][CH:18]=4)=[CH:4][CH:3]=1)=[O:29].